This data is from NCI-60 drug combinations with 297,098 pairs across 59 cell lines. The task is: Regression. Given two drug SMILES strings and cell line genomic features, predict the synergy score measuring deviation from expected non-interaction effect. Drug 1: CN(C)N=NC1=C(NC=N1)C(=O)N. Drug 2: CC1=C(C(CCC1)(C)C)C=CC(=CC=CC(=CC(=O)O)C)C. Cell line: RXF 393. Synergy scores: CSS=1.82, Synergy_ZIP=-1.87, Synergy_Bliss=0.250, Synergy_Loewe=0.417, Synergy_HSA=0.984.